Dataset: Forward reaction prediction with 1.9M reactions from USPTO patents (1976-2016). Task: Predict the product of the given reaction. (1) The product is: [N:1]1[CH:6]=[CH:5][CH:4]=[C:3]([CH2:7][CH:8]2[CH:13]([OH:14])[CH:12]3[CH2:11][CH2:10][N:9]2[CH2:16][CH2:15]3)[CH:2]=1. Given the reactants [N:1]1[CH:6]=[CH:5][CH:4]=[C:3]([CH:7]=[C:8]2[C:13](=[O:14])[CH:12]3[CH2:15][CH2:16][N:9]2[CH2:10][CH2:11]3)[CH:2]=1, predict the reaction product. (2) Given the reactants C([O:8][C:9]1[CH:10]=[C:11]([CH:17]=[CH:18][C:19]([O:21][CH2:22][CH3:23])=[O:20])[CH:12]=[CH:13][C:14]=1[O:15][CH3:16])C1C=CC=CC=1, predict the reaction product. The product is: [OH:8][C:9]1[CH:10]=[C:11]([CH2:17][CH2:18][C:19]([O:21][CH2:22][CH3:23])=[O:20])[CH:12]=[CH:13][C:14]=1[O:15][CH3:16]. (3) Given the reactants [F:1][C:2]([F:35])([F:34])[C@:3]([C:10]1[S:14][C:13]([S:15][C:16]2[CH:25]=[C:24]3[C:19]([C:20]([C:27]4[CH:32]=[CH:31][C:30]([F:33])=[CH:29][CH:28]=4)=[CH:21][C:22](=[O:26])[O:23]3)=[CH:18][CH:17]=2)=[N:12][CH:11]=1)([OH:9])[CH2:4][C:5](OC)=[O:6].[H-].[H-].[H-].[H-].[Li+].[Al+3], predict the reaction product. The product is: [OH:9][C@@:3]([C:10]1[S:14][C:13]([S:15][C:16]2[CH:25]=[C:24]3[C:19]([C:20]([C:27]4[CH:28]=[CH:29][C:30]([F:33])=[CH:31][CH:32]=4)=[CH:21][C:22](=[O:26])[O:23]3)=[CH:18][CH:17]=2)=[N:12][CH:11]=1)([C:2]([F:1])([F:35])[F:34])[CH2:4][CH2:5][OH:6]. (4) Given the reactants [N:1]1[CH:6]=[CH:5][CH:4]=[CH:3][C:2]=1/[CH:7]=[CH:8]/[C:9]1[C:17]2[C:12](=[CH:13][C:14]([C:18]([C:20]3[CH:28]=[CH:27][CH:26]=[CH:25][C:21]=3[C:22]([OH:24])=[O:23])=[O:19])=[CH:15][CH:16]=2)[N:11](COCC[Si](C)(C)C)[N:10]=1.C(N)CN.CCCC[N+](CCCC)(CCCC)CCCC.[F-].C1COCC1.C(O)(=O)C, predict the reaction product. The product is: [N:1]1[CH:6]=[CH:5][CH:4]=[CH:3][C:2]=1/[CH:7]=[CH:8]/[C:9]1[C:17]2[C:12](=[CH:13][C:14]([C:18]([C:20]3[CH:28]=[CH:27][CH:26]=[CH:25][C:21]=3[C:22]([OH:24])=[O:23])=[O:19])=[CH:15][CH:16]=2)[NH:11][N:10]=1. (5) Given the reactants [N:1]1([CH2:7][CH2:8][C:9]2[N:17]3[C:12]([C:13]([NH2:18])=[N:14][CH:15]=[N:16]3)=[CH:11][CH:10]=2)[CH2:6][CH2:5][O:4][CH2:3][CH2:2]1.[Br:19]N1C(C)(C)C(=O)N(Br)C1=O, predict the reaction product. The product is: [Br:19][C:11]1[CH:10]=[C:9]([CH2:8][CH2:7][N:1]2[CH2:6][CH2:5][O:4][CH2:3][CH2:2]2)[N:17]2[C:12]=1[C:13]([NH2:18])=[N:14][CH:15]=[N:16]2. (6) Given the reactants [CH:1]([C:3]1[CH:18]=[CH:17][C:6]([O:7][C:8]2[CH:16]=[CH:15][C:11]([C:12]([NH2:14])=[O:13])=[CH:10][N:9]=2)=[CH:5][CH:4]=1)=O.[CH2:19]([N:26]1[CH2:31][CH2:30][NH:29][CH2:28][CH2:27]1)[C:20]1[CH:25]=[CH:24][CH:23]=[CH:22][CH:21]=1.[BH4-].[Na+], predict the reaction product. The product is: [CH2:19]([N:26]1[CH2:31][CH2:30][N:29]([CH2:1][C:3]2[CH:18]=[CH:17][C:6]([O:7][C:8]3[CH:16]=[CH:15][C:11]([C:12]([NH2:14])=[O:13])=[CH:10][N:9]=3)=[CH:5][CH:4]=2)[CH2:28][CH2:27]1)[C:20]1[CH:21]=[CH:22][CH:23]=[CH:24][CH:25]=1. (7) Given the reactants [C:1]([C:4]1[N:5]=[C:6]([N:9]2[CH2:12][CH:11]([S:13][C:14]3[C@H:15]([CH3:45])[C@@H:16]4[C@@H:33]([C@H:34]([O:36][Si:37]([C:40]([CH3:43])([CH3:42])[CH3:41])([CH3:39])[CH3:38])[CH3:35])[C:32](=[O:44])[N:17]4[C:18]=3[C:19]([O:21][CH2:22][C:23]3[CH:28]=[CH:27][C:26]([N+:29]([O-:31])=[O:30])=[CH:25][CH:24]=3)=[O:20])[CH2:10]2)[S:7][CH:8]=1)(O)=[O:2].Cl.[NH2:47][C@H:48]([C:52]([NH2:54])=[O:53])[CH:49]([CH3:51])[CH3:50].C(P(C#N)(CC)=O)C.C(N(C(C)C)CC)(C)C, predict the reaction product. The product is: [C:52]([C@@H:48]([NH:47][C:1]([C:4]1[N:5]=[C:6]([N:9]2[CH2:10][CH:11]([S:13][C:14]3[C@H:15]([CH3:45])[C@@H:16]4[C@@H:33]([C@H:34]([O:36][Si:37]([C:40]([CH3:41])([CH3:42])[CH3:43])([CH3:39])[CH3:38])[CH3:35])[C:32](=[O:44])[N:17]4[C:18]=3[C:19]([O:21][CH2:22][C:23]3[CH:24]=[CH:25][C:26]([N+:29]([O-:31])=[O:30])=[CH:27][CH:28]=3)=[O:20])[CH2:12]2)[S:7][CH:8]=1)=[O:2])[CH:49]([CH3:51])[CH3:50])(=[O:53])[NH2:54].